Dataset: NCI-60 drug combinations with 297,098 pairs across 59 cell lines. Task: Regression. Given two drug SMILES strings and cell line genomic features, predict the synergy score measuring deviation from expected non-interaction effect. (1) Drug 1: CCC1=C2CN3C(=CC4=C(C3=O)COC(=O)C4(CC)O)C2=NC5=C1C=C(C=C5)O. Drug 2: C1CCC(C(C1)N)N.C(=O)(C(=O)[O-])[O-].[Pt+4]. Cell line: U251. Synergy scores: CSS=54.3, Synergy_ZIP=-0.0460, Synergy_Bliss=0.0949, Synergy_Loewe=-18.6, Synergy_HSA=2.96. (2) Drug 1: C1=NC2=C(N=C(N=C2N1C3C(C(C(O3)CO)O)F)Cl)N. Drug 2: CC1CCC2CC(C(=CC=CC=CC(CC(C(=O)C(C(C(=CC(C(=O)CC(OC(=O)C3CCCCN3C(=O)C(=O)C1(O2)O)C(C)CC4CCC(C(C4)OC)OCCO)C)C)O)OC)C)C)C)OC. Cell line: CAKI-1. Synergy scores: CSS=4.86, Synergy_ZIP=-6.57, Synergy_Bliss=-4.70, Synergy_Loewe=-19.7, Synergy_HSA=-5.23. (3) Drug 1: CCC1=CC2CC(C3=C(CN(C2)C1)C4=CC=CC=C4N3)(C5=C(C=C6C(=C5)C78CCN9C7C(C=CC9)(C(C(C8N6C)(C(=O)OC)O)OC(=O)C)CC)OC)C(=O)OC.C(C(C(=O)O)O)(C(=O)O)O. Drug 2: C1C(C(OC1N2C=NC(=NC2=O)N)CO)O. Cell line: SF-539. Synergy scores: CSS=33.9, Synergy_ZIP=-2.98, Synergy_Bliss=-0.800, Synergy_Loewe=-16.5, Synergy_HSA=-1.10. (4) Drug 1: B(C(CC(C)C)NC(=O)C(CC1=CC=CC=C1)NC(=O)C2=NC=CN=C2)(O)O. Drug 2: CC1C(C(CC(O1)OC2CC(CC3=C2C(=C4C(=C3O)C(=O)C5=CC=CC=C5C4=O)O)(C(=O)C)O)N)O. Cell line: TK-10. Synergy scores: CSS=73.0, Synergy_ZIP=3.55, Synergy_Bliss=2.25, Synergy_Loewe=3.02, Synergy_HSA=4.16. (5) Drug 1: CC12CCC3C(C1CCC2O)C(CC4=C3C=CC(=C4)O)CCCCCCCCCS(=O)CCCC(C(F)(F)F)(F)F. Drug 2: CCN(CC)CCCC(C)NC1=C2C=C(C=CC2=NC3=C1C=CC(=C3)Cl)OC. Cell line: CCRF-CEM. Synergy scores: CSS=2.96, Synergy_ZIP=-6.43, Synergy_Bliss=0.827, Synergy_Loewe=-14.1, Synergy_HSA=-1.80. (6) Drug 1: C1=CC(=CC=C1CC(C(=O)O)N)N(CCCl)CCCl.Cl. Drug 2: CCC1(CC2CC(C3=C(CCN(C2)C1)C4=CC=CC=C4N3)(C5=C(C=C6C(=C5)C78CCN9C7C(C=CC9)(C(C(C8N6C=O)(C(=O)OC)O)OC(=O)C)CC)OC)C(=O)OC)O.OS(=O)(=O)O. Cell line: NCI-H322M. Synergy scores: CSS=-7.04, Synergy_ZIP=0.375, Synergy_Bliss=-0.657, Synergy_Loewe=-5.60, Synergy_HSA=-4.68. (7) Drug 1: C(CC(=O)O)C(=O)CN.Cl. Drug 2: CN(C(=O)NC(C=O)C(C(C(CO)O)O)O)N=O. Cell line: A549. Synergy scores: CSS=6.48, Synergy_ZIP=-2.15, Synergy_Bliss=-3.81, Synergy_Loewe=-11.5, Synergy_HSA=-5.49. (8) Drug 2: CC12CCC3C(C1CCC2OP(=O)(O)O)CCC4=C3C=CC(=C4)OC(=O)N(CCCl)CCCl.[Na+]. Synergy scores: CSS=31.9, Synergy_ZIP=-8.70, Synergy_Bliss=-5.49, Synergy_Loewe=-11.5, Synergy_HSA=-0.463. Drug 1: C1CN1C2=NC(=NC(=N2)N3CC3)N4CC4. Cell line: NCI-H522. (9) Drug 2: CS(=O)(=O)CCNCC1=CC=C(O1)C2=CC3=C(C=C2)N=CN=C3NC4=CC(=C(C=C4)OCC5=CC(=CC=C5)F)Cl. Cell line: T-47D. Drug 1: CC(CN1CC(=O)NC(=O)C1)N2CC(=O)NC(=O)C2. Synergy scores: CSS=8.26, Synergy_ZIP=-2.87, Synergy_Bliss=0.784, Synergy_Loewe=-0.352, Synergy_HSA=0.883. (10) Drug 2: C1=NNC2=C1C(=O)NC=N2. Cell line: RPMI-8226. Drug 1: CC1=C2C(C(=O)C3(C(CC4C(C3C(C(C2(C)C)(CC1OC(=O)C(C(C5=CC=CC=C5)NC(=O)OC(C)(C)C)O)O)OC(=O)C6=CC=CC=C6)(CO4)OC(=O)C)O)C)O. Synergy scores: CSS=36.7, Synergy_ZIP=10.6, Synergy_Bliss=-1.94, Synergy_Loewe=22.8, Synergy_HSA=-1.60.